This data is from Full USPTO retrosynthesis dataset with 1.9M reactions from patents (1976-2016). The task is: Predict the reactants needed to synthesize the given product. (1) Given the product [O:16]=[C:15]([CH:12]1[CH2:13][CH2:14][S:9][CH2:10][CH2:11]1)[CH2:1][C:2]#[N:3], predict the reactants needed to synthesize it. The reactants are: [CH3:1][C:2]#[N:3].[Li]CCCC.[S:9]1[CH2:14][CH2:13][CH:12]([C:15](OC)=[O:16])[CH2:11][CH2:10]1. (2) Given the product [CH2:10]([NH:7][CH:6]([CH3:8])[C:5]([O:4][CH2:2][CH3:3])=[O:9])[C:11]1[CH:16]=[CH:15][CH:14]=[CH:13][CH:12]=1, predict the reactants needed to synthesize it. The reactants are: Cl.[CH2:2]([O:4][C:5](=[O:9])[CH:6]([CH3:8])[NH2:7])[CH3:3].[CH:10](=O)[C:11]1[CH:16]=[CH:15][CH:14]=[CH:13][CH:12]=1.[BH-](OC(C)=O)(OC(C)=O)OC(C)=O.[Na+].